From a dataset of Full USPTO retrosynthesis dataset with 1.9M reactions from patents (1976-2016). Predict the reactants needed to synthesize the given product. (1) Given the product [CH3:21][O:22][CH2:23][CH2:24][N:25]([CH3:33])[C:26]1[N:27]=[CH:28][C:29]([NH:32][C:14]([C:12]2[N:13]=[C:9]([C:4]3[CH:5]=[CH:6][CH:7]=[CH:8][C:3]=3[CH2:1][CH3:2])[O:10][C:11]=2[C:17]([F:20])([F:19])[F:18])=[O:16])=[CH:30][CH:31]=1, predict the reactants needed to synthesize it. The reactants are: [CH2:1]([C:3]1[CH:8]=[CH:7][CH:6]=[CH:5][C:4]=1[C:9]1[O:10][C:11]([C:17]([F:20])([F:19])[F:18])=[C:12]([C:14]([OH:16])=O)[N:13]=1)[CH3:2].[CH3:21][O:22][CH2:23][CH2:24][N:25]([CH3:33])[C:26]1[CH:31]=[CH:30][C:29]([NH2:32])=[CH:28][N:27]=1. (2) Given the product [C:16]([O:15][C:13]([NH:1][CH:2]1[CH2:7][CH2:6][CH:5]([C:8]([OH:10])=[O:9])[CH2:4][CH2:3]1)=[O:14])([CH3:19])([CH3:18])[CH3:17], predict the reactants needed to synthesize it. The reactants are: [NH2:1][CH:2]1[CH2:7][CH2:6][CH:5]([C:8]([OH:10])=[O:9])[CH2:4][CH2:3]1.[OH-].[Na+].[C:13](O[C:13]([O:15][C:16]([CH3:19])([CH3:18])[CH3:17])=[O:14])([O:15][C:16]([CH3:19])([CH3:18])[CH3:17])=[O:14].